Dataset: Forward reaction prediction with 1.9M reactions from USPTO patents (1976-2016). Task: Predict the product of the given reaction. Given the reactants O[C:2]1[C:11]2[C:6](=[CH:7][C:8]([C:12]3[CH:13]=[C:14]([CH:19]=[CH:20][C:21]=3[CH3:22])[C:15]([O:17][CH3:18])=[O:16])=[CH:9][CH:10]=2)[CH:5]=[N:4][N:3]=1.P(Cl)(Cl)([Cl:25])=O, predict the reaction product. The product is: [Cl:25][C:2]1[C:11]2[C:6](=[CH:7][C:8]([C:12]3[CH:13]=[C:14]([CH:19]=[CH:20][C:21]=3[CH3:22])[C:15]([O:17][CH3:18])=[O:16])=[CH:9][CH:10]=2)[CH:5]=[N:4][N:3]=1.